From a dataset of Forward reaction prediction with 1.9M reactions from USPTO patents (1976-2016). Predict the product of the given reaction. (1) Given the reactants O=[C:2]1[C@@H:11]2[CH2:12][N:13]([C:15]([O:17][C:18]([CH3:21])([CH3:20])[CH3:19])=[O:16])[CH2:14][C@H:10]2[C:9]2[C:4]3=[C:5]([CH2:22][CH2:23][CH2:24][N:3]13)[CH:6]=[CH:7][CH:8]=2.O1CCCC1.B, predict the reaction product. The product is: [CH:8]1[CH:7]=[CH:6][C:5]2[CH2:22][CH2:23][CH2:24][N:3]3[C:4]=2[C:9]=1[C@@H:10]1[CH2:14][N:13]([C:15]([O:17][C:18]([CH3:21])([CH3:20])[CH3:19])=[O:16])[CH2:12][C@H:11]1[CH2:2]3. (2) Given the reactants C([O-])([O-])=O.[K+].[K+].[Cl:7][C:8]1[CH:13]=[C:12](F)[CH:11]=[CH:10][N:9]=1.[OH:15][C:16]1[C:17]([C:23]([O:25][CH3:26])=[O:24])=[N:18][C:19]([CH3:22])=[CH:20][CH:21]=1, predict the reaction product. The product is: [Cl:7][C:8]1[CH:13]=[C:12]([O:15][C:16]2[C:17]([C:23]([O:25][CH3:26])=[O:24])=[N:18][C:19]([CH3:22])=[CH:20][CH:21]=2)[CH:11]=[CH:10][N:9]=1.